The task is: Predict the reactants needed to synthesize the given product.. This data is from Full USPTO retrosynthesis dataset with 1.9M reactions from patents (1976-2016). (1) Given the product [Cl:1][C:2]1[CH:3]=[CH:4][C:5]([N:8]2[CH2:9][CH2:10][N:11]([C:14]3[N:15]=[C:16]([N:24]4[CH2:28][C@H:27]([OH:29])[CH2:26][C@H:25]4[C:30]([OH:32])=[O:31])[C:17]4[S:22](=[O:23])[CH2:21][CH2:20][C:18]=4[N:19]=3)[CH2:12][CH2:13]2)=[CH:6][CH:7]=1, predict the reactants needed to synthesize it. The reactants are: [Cl:1][C:2]1[CH:7]=[CH:6][C:5]([N:8]2[CH2:13][CH2:12][N:11]([C:14]3[N:15]=[C:16]([N:24]4[CH2:28][C@H:27]([OH:29])[CH2:26][C@H:25]4[C:30]([O:32]C)=[O:31])[C:17]4[S:22](=[O:23])[CH2:21][CH2:20][C:18]=4[N:19]=3)[CH2:10][CH2:9]2)=[CH:4][CH:3]=1.[OH-].[Na+]. (2) Given the product [I:11][C:10]1[N:17]([CH2:18][CH:19]([CH3:21])[CH3:20])[C:16]([CH2:22][CH2:23][CH3:24])=[N:15][C:14]=1[C:13]#[N:12], predict the reactants needed to synthesize it. The reactants are: C(ON=O)CC(C)C.I[CH2:10][I:11].[NH2:12][C:13]1[N:17]([CH2:18][CH:19]([CH3:21])[CH3:20])[C:16]([CH2:22][CH2:23][CH3:24])=[N:15][C:14]=1C#N. (3) Given the product [CH3:1][O:2][C:3]1[N:8]=[C:7]2[CH:9]=[CH:10][N:11]([Si:12]([CH:16]([CH3:18])[CH3:17])([CH:13]([CH3:15])[CH3:14])[CH:19]([CH3:21])[CH3:20])[C:6]2=[CH:5][C:4]=1[B:27]([OH:30])[O:28][CH3:29], predict the reactants needed to synthesize it. The reactants are: [CH3:1][O:2][C:3]1[N:8]=[C:7]2[CH:9]=[CH:10][N:11]([Si:12]([CH:19]([CH3:21])[CH3:20])([CH:16]([CH3:18])[CH3:17])[CH:13]([CH3:15])[CH3:14])[C:6]2=[CH:5][CH:4]=1.[Li]CCCC.[B:27](OC)([O:30]C)[O:28][CH3:29]. (4) Given the product [CH2:17]([N:5]1[CH2:6][CH2:7][C@@H:2]([CH3:1])[C@H:3]([NH:8][P:9](=[O:16])([O:13][CH2:14][CH3:15])[O:10][CH2:11][CH3:12])[CH2:4]1)[C:18]1[CH:23]=[CH:22][CH:21]=[CH:20][CH:19]=1, predict the reactants needed to synthesize it. The reactants are: [CH3:1][C@@H:2]1[CH2:7][CH2:6][NH:5][CH2:4][C@H:3]1[NH:8][P:9](=[O:16])([O:13][CH2:14][CH3:15])[O:10][CH2:11][CH3:12].[CH:17](=O)[C:18]1[CH:23]=[CH:22][CH:21]=[CH:20][CH:19]=1.C(O)(=O)C.[BH3-]C#N.[Na+]. (5) Given the product [CH3:15][O:16][C:17]1[CH:22]=[CH:21][C:20]([O:23][C:8]2[CH:13]=[CH:12][C:11]([Cl:14])=[CH:10][CH:9]=2)=[CH:19][CH:18]=1, predict the reactants needed to synthesize it. The reactants are: C(=O)([O-])[O-].[Cs+].[Cs+].Br[C:8]1[CH:13]=[CH:12][C:11]([Cl:14])=[CH:10][CH:9]=1.[CH3:15][O:16][C:17]1[CH:22]=[CH:21][C:20]([OH:23])=[CH:19][CH:18]=1. (6) Given the product [C:1]([N:9]1[C:14](=[O:15])[C:13]([I:16])=[CH:12][N:11]([CH2:25][CH2:26][CH2:27][CH2:28][Cl:29])[C:10]1=[O:17])(=[O:8])[C:2]1[CH:7]=[CH:6][CH:5]=[CH:4][CH:3]=1, predict the reactants needed to synthesize it. The reactants are: [C:1]([N:9]1[C:14](=[O:15])[C:13]([I:16])=[CH:12][NH:11][C:10]1=[O:17])(=[O:8])[C:2]1[CH:7]=[CH:6][CH:5]=[CH:4][CH:3]=1.C([O-])([O-])=O.[K+].[K+].Br[CH2:25][CH2:26][CH2:27][CH2:28][Cl:29].O.